Dataset: Full USPTO retrosynthesis dataset with 1.9M reactions from patents (1976-2016). Task: Predict the reactants needed to synthesize the given product. (1) Given the product [NH2:24][C:25]([C:27]1([N:38]([CH2:19][C:16]2[CH:17]=[C:18]3[C:13](=[CH:14][C:15]=2[O:21][CH3:22])[N:12]=[CH:11][N:10]=[C:9]3[NH:8][C:4]2[CH:5]=[CH:6][CH:7]=[C:2]([Cl:1])[C:3]=2[F:23])[CH2:39][CH3:40])[CH2:30][N:29]([C:31]([O:33][C:34]([CH3:35])([CH3:36])[CH3:37])=[O:32])[CH2:28]1)=[O:26], predict the reactants needed to synthesize it. The reactants are: [Cl:1][C:2]1[C:3]([F:23])=[C:4]([NH:8][C:9]2[C:18]3[C:13](=[CH:14][C:15]([O:21][CH3:22])=[C:16]([CH2:19]Cl)[CH:17]=3)[N:12]=[CH:11][N:10]=2)[CH:5]=[CH:6][CH:7]=1.[NH2:24][C:25]([C:27]1([NH:38][CH2:39][CH3:40])[CH2:30][N:29]([C:31]([O:33][C:34]([CH3:37])([CH3:36])[CH3:35])=[O:32])[CH2:28]1)=[O:26].C(N(C(C)C)CC)(C)C. (2) Given the product [C:5]([OH:13])(=[O:12])[CH3:6].[O:16]([C:17]1[C:21]([CH2:22][C:23]2[CH:28]=[CH:27][C:26](/[CH:29]=[CH:30]/[CH2:31][CH2:32][N:33]3[CH2:38][CH2:37][CH2:36][C:35]4([CH2:39][CH2:40][NH:41][CH2:42][CH2:43]4)[CH2:34]3)=[CH:25][C:24]=2[CH3:44])=[C:20]([CH:45]([CH3:47])[CH3:46])[NH:19][N:18]=1)[C@@H:15]1[O:48][C@H:49]([CH2:70][OH:71])[C@@H:50]([OH:61])[C@H:51]([OH:52])[C@H:14]1[OH:13], predict the reactants needed to synthesize it. The reactants are: [OH-].[Na+].Cl.Cl.[C:5]([O:13][C@@H:14]1[C@@H:51]([O:52]C(=O)C2C=CC=CC=2)[C@H:50]([O:61]C(=O)C2C=CC=CC=2)[C@@H:49]([CH2:70][O:71]C(=O)C2C=CC=CC=2)[O:48][C@H:15]1[O:16][C:17]1[C:21]([CH2:22][C:23]2[CH:28]=[CH:27][C:26](/[CH:29]=[CH:30]/[CH2:31][CH2:32][N:33]3[CH2:38][CH2:37][CH2:36][C:35]4([CH2:43][CH2:42][NH:41][CH2:40][CH2:39]4)[CH2:34]3)=[CH:25][C:24]=2[CH3:44])=[C:20]([CH:45]([CH3:47])[CH3:46])[NH:19][N:18]=1)(=[O:12])[C:6]1C=CC=CC=1.